This data is from Forward reaction prediction with 1.9M reactions from USPTO patents (1976-2016). The task is: Predict the product of the given reaction. (1) Given the reactants Cl.[CH3:2][O:3][C:4]1[C:16]2[O:15][C:10]3([CH2:14][CH2:13][CH2:12][CH2:11]3)[CH2:9][C:8]=2[C:7]([C:17]2[C:18]([CH3:30])([CH3:29])[C:19](=[O:28])[N:20]([CH:22]3[CH2:27][CH2:26][NH:25][CH2:24][CH2:23]3)[N:21]=2)=[CH:6][CH:5]=1.[F:31][CH:32]([F:44])[O:33][C:34]1[CH:35]=[CH:36][C:37]([CH3:43])=[C:38]([CH:42]=1)[C:39](O)=[O:40], predict the reaction product. The product is: [F:31][CH:32]([F:44])[O:33][C:34]1[CH:35]=[CH:36][C:37]([CH3:43])=[C:38]([C:39]([N:25]2[CH2:26][CH2:27][CH:22]([N:20]3[C:19](=[O:28])[C:18]([CH3:30])([CH3:29])[C:17]([C:7]4[C:8]5[CH2:9][C:10]6([O:15][C:16]=5[C:4]([O:3][CH3:2])=[CH:5][CH:6]=4)[CH2:11][CH2:12][CH2:13][CH2:14]6)=[N:21]3)[CH2:23][CH2:24]2)=[O:40])[CH:42]=1. (2) Given the reactants [CH3:1][NH:2][C:3]1[CH:8]=[CH:7][CH:6]=[CH:5][C:4]=1[OH:9].[C:10](#[N:13])[CH:11]=[CH2:12], predict the reaction product. The product is: [CH3:1][NH:2][C:3]1[CH:8]=[CH:7][CH:6]=[CH:5][C:4]=1[O:9][CH2:12][CH2:11][C:10]#[N:13].